Dataset: Full USPTO retrosynthesis dataset with 1.9M reactions from patents (1976-2016). Task: Predict the reactants needed to synthesize the given product. Given the product [Cl:1][C:2]1[C:13]2[CH2:12][CH:11]([CH2:14][NH:15][C:26](=[O:27])[O:28][CH2:29][C:30]3[CH:35]=[CH:34][CH:33]=[CH:32][CH:31]=3)[O:10][C:9]=2[C:8]2[CH2:7][CH2:6][CH2:5][C:4]=2[CH:3]=1, predict the reactants needed to synthesize it. The reactants are: [Cl:1][C:2]1[C:13]2[CH2:12][CH:11]([CH2:14][NH2:15])[O:10][C:9]=2[C:8]2[CH2:7][CH2:6][CH2:5][C:4]=2[CH:3]=1.C(N(C(C)C)CC)(C)C.Cl[C:26]([O:28][CH2:29][C:30]1[CH:35]=[CH:34][CH:33]=[CH:32][CH:31]=1)=[O:27].O1C(CNC(=O)OCC2C=CC=CC=2)CC2C=CC3CCCC=3C1=2.